This data is from Catalyst prediction with 721,799 reactions and 888 catalyst types from USPTO. The task is: Predict which catalyst facilitates the given reaction. (1) Reactant: [F:1][C:2]1[CH:7]=[C:6]([C:8]2[CH:9]=[N:10][N:11]([CH3:13])[CH:12]=2)[CH:5]=[CH:4][C:3]=1[CH2:14][OH:15].CC(OI1(OC(C)=O)(OC(C)=O)OC(=O)C2C=CC=CC1=2)=O. Product: [F:1][C:2]1[CH:7]=[C:6]([C:8]2[CH:9]=[N:10][N:11]([CH3:13])[CH:12]=2)[CH:5]=[CH:4][C:3]=1[CH:14]=[O:15]. The catalyst class is: 2. (2) Reactant: Br[CH2:2][C@H:3]([C:5]1[CH:10]=[CH:9][C:8]([F:11])=[CH:7][CH:6]=1)[OH:4].[OH-].[Na+]. Product: [F:11][C:8]1[CH:9]=[CH:10][C:5]([C@H:3]2[CH2:2][O:4]2)=[CH:6][CH:7]=1. The catalyst class is: 282. (3) Reactant: C(O[CH:4](OCC)[CH2:5][S:6][C:7]1[CH:12]=[CH:11][CH:10]=[CH:9][C:8]=1[Br:13])C. Product: [Br:13][C:8]1[C:7]2[S:6][CH:5]=[CH:4][C:12]=2[CH:11]=[CH:10][CH:9]=1. The catalyst class is: 159. (4) Reactant: [F:1][C:2]([F:14])([F:13])[S:3]([C:6]1[CH:11]=[CH:10][C:9]([NH2:12])=[CH:8][CH:7]=1)(=[O:5])=[O:4].[CH3:15][C:16](OC(C)=O)=[O:17]. Product: [F:14][C:2]([F:13])([F:1])[S:3]([C:6]1[CH:7]=[CH:8][C:9]([NH:12][C:16](=[O:17])[CH3:15])=[CH:10][CH:11]=1)(=[O:4])=[O:5]. The catalyst class is: 52. (5) Reactant: [CH3:1][S:2][CH2:3][C:4]1[NH:8][C:7](=[O:9])[C:6]2([CH2:14][CH2:13][NH:12][CH2:11][CH2:10]2)[N:5]=1.[NH2:15][C:16]1[S:20][C:19]2[CH:21]=[CH:22][CH:23]=[CH:24][C:18]=2[C:17]=1[C:25](O)=[O:26].C(Cl)CCl.C1C=CC2N(O)N=NC=2C=1.CCN(CC)CC. Product: [NH2:15][C:16]1[S:20][C:19]2[CH:21]=[CH:22][CH:23]=[CH:24][C:18]=2[C:17]=1[C:25]([N:12]1[CH2:13][CH2:14][C:6]2([N:5]=[C:4]([CH2:3][S:2][CH3:1])[NH:8][C:7]2=[O:9])[CH2:10][CH2:11]1)=[O:26]. The catalyst class is: 3. (6) Reactant: [Cl:1][C:2]1[CH:3]=[C:4]([CH2:9][C:10]([OH:12])=[O:11])[CH:5]=[CH:6][C:7]=1[Cl:8].[CH3:13][Si](Cl)(C)C. Product: [CH3:13][O:11][C:10](=[O:12])[CH2:9][C:4]1[CH:5]=[CH:6][C:7]([Cl:8])=[C:2]([Cl:1])[CH:3]=1. The catalyst class is: 5. (7) Reactant: Br[C:2]1[CH:7]=[CH:6][C:5]([C:8]([F:11])([F:10])[F:9])=[CH:4][C:3]=1[F:12].CCN(C(C)C)C(C)C.CC1(C)C2C(=C(P(C3C=CC=CC=3)C3C=CC=CC=3)C=CC=2)OC2C(P(C3C=CC=CC=3)C3C=CC=CC=3)=CC=CC1=2.[CH2:64]([CH:66]([CH2:74][CH2:75][CH2:76][CH3:77])[CH2:67][O:68][C:69](=[O:73])[CH2:70][CH2:71][SH:72])[CH3:65]. Product: [CH2:64]([CH:66]([CH2:74][CH2:75][CH2:76][CH3:77])[CH2:67][O:68][C:69](=[O:73])[CH2:70][CH2:71][S:72][C:2]1[CH:7]=[CH:6][C:5]([C:8]([F:11])([F:10])[F:9])=[CH:4][C:3]=1[F:12])[CH3:65]. The catalyst class is: 101.